Dataset: Acute oral toxicity (LD50) regression data from Zhu et al.. Task: Regression/Classification. Given a drug SMILES string, predict its toxicity properties. Task type varies by dataset: regression for continuous values (e.g., LD50, hERG inhibition percentage) or binary classification for toxic/non-toxic outcomes (e.g., AMES mutagenicity, cardiotoxicity, hepatotoxicity). Dataset: ld50_zhu. (1) The compound is C=CCl. The rat oral LD50 is 2.10, given as -log10 of the dose in mol/kg body weight (higher means more acutely toxic). (2) The compound is CC(C)(C)c1ccc(CSc2cnn(C(C)(C)C)c(=O)c2Cl)cc1. The rat oral LD50 is 2.81, given as -log10 of the dose in mol/kg body weight (higher means more acutely toxic). (3) The rat oral LD50 is 2.10, given as -log10 of the dose in mol/kg body weight (higher means more acutely toxic). The molecule is ClC=CCl. (4) The drug is COc1ccc2c(c1)OC(C)(C)C(c1ccccc1)C2c1ccc(OCC2CO2)cc1. The rat oral LD50 is 2.72, given as -log10 of the dose in mol/kg body weight (higher means more acutely toxic). (5) The compound is CC(=O)Oc1ccccc1C(=O)O. The rat oral LD50 is 2.96, given as -log10 of the dose in mol/kg body weight (higher means more acutely toxic). (6) The molecule is O=S1(=O)CCCCO1. The rat oral LD50 is 2.44, given as -log10 of the dose in mol/kg body weight (higher means more acutely toxic). (7) The molecule is C=CC(=O)OCCOCC. The rat oral LD50 is 2.13, given as -log10 of the dose in mol/kg body weight (higher means more acutely toxic). (8) The drug is c1cn[nH]c1. The rat oral LD50 is 1.83, given as -log10 of the dose in mol/kg body weight (higher means more acutely toxic). (9) The compound is c1c[nH]cn1. The rat oral LD50 is 2.49, given as -log10 of the dose in mol/kg body weight (higher means more acutely toxic).